Dataset: Reaction yield outcomes from USPTO patents with 853,638 reactions. Task: Predict the reaction yield, written as a fraction of the theoretical maximum amount of product (1.0 means a 100% yield; for example, 0.34 means a 34% yield). (1) The reactants are [BH4-].[Na+].[F:3][C:4]([F:32])([F:31])[C:5]([C:8]1[S:9][C:10]([C:13]2[CH:18]=[C:17]([NH:19][C:20]3[N:25]=[C:24]([C:26]([F:29])([F:28])[F:27])[CH:23]=[CH:22][N:21]=3)[CH:16]=[C:15]([CH3:30])[CH:14]=2)=[CH:11][N:12]=1)(O)[OH:6].C(OCC)(=O)C.C([O-])(O)=O.[Na+]. The catalyst is CO. The product is [F:31][C:4]([F:3])([F:32])[CH:5]([C:8]1[S:9][C:10]([C:13]2[CH:18]=[C:17]([NH:19][C:20]3[N:25]=[C:24]([C:26]([F:27])([F:28])[F:29])[CH:23]=[CH:22][N:21]=3)[CH:16]=[C:15]([CH3:30])[CH:14]=2)=[CH:11][N:12]=1)[OH:6]. The yield is 0.910. (2) The reactants are C1CO[C:8]2[CH:7]=[CH:6][C:5]([NH:11][C:12]3[C:17]([F:18])=[CH:16][N:15]=[C:14]([NH:19][C:20]4[CH:25]=[CH:24][CH:23]=[C:22](O)C=4)[N:13]=3)=[CH:4][C:3]=2[O:2]1.ClC1N=C(NC2C=CC=[C:37]([OH:41])[CH:36]=2)C(F)=CN=1.CC1OC(C)=CC=1CN. No catalyst specified. The product is [CH3:36][C:37]1[O:41][C:23]([CH3:22])=[CH:24][C:25]=1[CH2:20][NH:19][C:14]1[N:13]=[C:12]([NH:11][C:5]2[CH:6]=[CH:7][CH:8]=[C:3]([OH:2])[CH:4]=2)[C:17]([F:18])=[CH:16][N:15]=1. The yield is 0.590. (3) The reactants are [CH2:1]([O:8][C:9]1[C:10]([C:27]([OH:29])=[O:28])=[N:11][CH:12]=[C:13]([C:16](=[O:26])[NH:17][CH2:18][C:19]2[CH:24]=[CH:23][C:22]([F:25])=[CH:21][CH:20]=2)[C:14]=1[OH:15])[C:2]1[CH:7]=[CH:6][CH:5]=[CH:4][CH:3]=1.Cl.[CH3:31]N(C)CCCN=C=NCC.ON1C2C=CC=CC=2N=N1.C(N(CC)CC)C. The catalyst is CN(C)C=O.C(OCC)(=O)C.CO. The product is [CH3:31][O:28][C:27]([C:10]1[C:9]([O:8][CH2:1][C:2]2[CH:3]=[CH:4][CH:5]=[CH:6][CH:7]=2)=[C:14]([OH:15])[C:13]([C:16](=[O:26])[NH:17][CH2:18][C:19]2[CH:20]=[CH:21][C:22]([F:25])=[CH:23][CH:24]=2)=[CH:12][N:11]=1)=[O:29]. The yield is 0.690. (4) The reactants are C(OC([NH:8][C:9]1[C:14]([C:15]([OH:17])=[O:16])=[CH:13][C:12]([Cl:18])=[N:11][CH:10]=1)=O)(C)(C)C.C(O)(C(F)(F)F)=O. The catalyst is C(Cl)Cl. The yield is 0.936. The product is [NH2:8][C:9]1[C:14]([C:15]([OH:17])=[O:16])=[CH:13][C:12]([Cl:18])=[N:11][CH:10]=1. (5) The reactants are [Br:1][C:2]1[CH:7]=[CH:6][C:5]([C:8]2[C:12]3[CH:13]=[CH:14][C:15]([OH:17])=[CH:16][C:11]=3[S:10][N:9]=2)=[CH:4][CH:3]=1.C([O-])([O-])=O.[K+].[K+].[Br:24][CH2:25][CH2:26][CH2:27][CH2:28]Br. The catalyst is CC(C)=O. The product is [Br:24][CH2:25][CH2:26][CH2:27][CH2:28][O:17][C:15]1[CH:14]=[CH:13][C:12]2[C:8]([C:5]3[CH:4]=[CH:3][C:2]([Br:1])=[CH:7][CH:6]=3)=[N:9][S:10][C:11]=2[CH:16]=1. The yield is 0.710. (6) The reactants are [CH2:1]([S:3]([N:6]1[CH2:11][CH2:10][CH:9]([C:12]2[C:20]3[C:15](=[C:16]([C:29]([NH2:31])=[O:30])[CH:17]=[C:18]([C:21]4[CH:26]=[CH:25][CH:24]=[C:23]([CH:27]=O)[CH:22]=4)[CH:19]=3)[NH:14][CH:13]=2)[CH2:8][CH2:7]1)(=[O:5])=[O:4])[CH3:2].[NH2:32][C@H:33]([CH:36]([CH3:38])[CH3:37])[CH2:34][OH:35].[BH-](OC(C)=O)(OC(C)=O)OC(C)=O.[Na+]. No catalyst specified. The product is [CH2:1]([S:3]([N:6]1[CH2:7][CH2:8][CH:9]([C:12]2[C:20]3[C:15](=[C:16]([C:29]([NH2:31])=[O:30])[CH:17]=[C:18]([C:21]4[CH:26]=[CH:25][CH:24]=[C:23]([CH2:27][NH:32][C@@H:33]([CH2:34][OH:35])[CH:36]([CH3:38])[CH3:37])[CH:22]=4)[CH:19]=3)[NH:14][CH:13]=2)[CH2:10][CH2:11]1)(=[O:5])=[O:4])[CH3:2]. The yield is 0.250. (7) The reactants are Cl.[NH2:2][C:3]1[CH:8]=[CH:7][C:6]([N:9]2[CH2:13][CH2:12][C@@H:11]([NH:14][C:15](=[O:17])[CH3:16])[CH2:10]2)=[CH:5][CH:4]=1.CCN(C(C)C)C(C)C.N1(/[C:32](/[NH:41][C:42](=[O:48])[O:43][C:44]([CH3:47])([CH3:46])[CH3:45])=[N:33]\[C:34](=[O:40])[O:35][C:36]([CH3:39])([CH3:38])[CH3:37])C=CC=N1. The catalyst is C1COCC1. The product is [C:44]([O:43][C:42](=[O:48])[NH:41]/[C:32](/[NH:2][C:3]1[CH:4]=[CH:5][C:6]([N:9]2[CH2:13][CH2:12][C@@H:11]([NH:14][C:15](=[O:17])[CH3:16])[CH2:10]2)=[CH:7][CH:8]=1)=[N:33]/[C:34](=[O:40])[O:35][C:36]([CH3:39])([CH3:38])[CH3:37])([CH3:47])([CH3:45])[CH3:46]. The yield is 0.690.